From a dataset of Reaction yield outcomes from USPTO patents with 853,638 reactions. Predict the reaction yield, written as a fraction of the theoretical maximum amount of product (1.0 means a 100% yield; for example, 0.34 means a 34% yield). The reactants are N1C=CC=CC=1.[C:7]([O:11][C:12]([N:14]1[CH2:19][CH2:18][CH:17]([C:20]([NH:22][NH:23][C:24]([C@@H:26]2[CH2:32][CH2:31][C@@H:30]3[CH2:33][N:27]2[C:28](=[O:42])[N:29]3[O:34][CH2:35][C:36]2[CH:41]=[CH:40][CH:39]=[CH:38][CH:37]=2)=O)=[O:21])[CH2:16][CH2:15]1)=[O:13])([CH3:10])([CH3:9])[CH3:8].O(S(C(F)(F)F)(=O)=O)S(C(F)(F)F)(=O)=O.C([O-])(O)=O.[Na+]. The catalyst is C(Cl)Cl. The product is [CH2:35]([O:34][N:29]1[C:28](=[O:42])[N:27]2[CH2:33][C@H:30]1[CH2:31][CH2:32][C@H:26]2[C:24]1[O:21][C:20]([CH:17]2[CH2:16][CH2:15][N:14]([C:12]([O:11][C:7]([CH3:10])([CH3:8])[CH3:9])=[O:13])[CH2:19][CH2:18]2)=[N:22][N:23]=1)[C:36]1[CH:41]=[CH:40][CH:39]=[CH:38][CH:37]=1. The yield is 0.820.